This data is from Reaction yield outcomes from USPTO patents with 853,638 reactions. The task is: Predict the reaction yield, written as a fraction of the theoretical maximum amount of product (1.0 means a 100% yield; for example, 0.34 means a 34% yield). (1) The reactants are C([O:4][CH2:5][CH2:6][C:7]1[C:8]([NH:22][C:23]2[CH:27]=[C:26]([CH:28]3[CH2:30][CH2:29]3)[NH:25][N:24]=2)=[N:9][C:10]([C:13]2[S:14][C:15]([S:18](=[O:21])(=[O:20])[NH2:19])=[CH:16][CH:17]=2)=[N:11][CH:12]=1)(=O)C.[OH-].[Na+].O. The catalyst is CO. The product is [CH:28]1([C:26]2[NH:25][N:24]=[C:23]([NH:22][C:8]3[C:7]([CH2:6][CH2:5][OH:4])=[CH:12][N:11]=[C:10]([C:13]4[S:14][C:15]([S:18]([NH2:19])(=[O:21])=[O:20])=[CH:16][CH:17]=4)[N:9]=3)[CH:27]=2)[CH2:30][CH2:29]1. The yield is 0.660. (2) The reactants are [N:1]([CH2:4][C:5]1[CH:12]=[CH:11][C:8]([CH:9]=O)=[CH:7][CH:6]=1)=[N+:2]=[N-:3].[CH2:13]([O:15][CH:16]([O:32][CH2:33][CH3:34])[C:17]1[CH:31]=[CH:30][C:20]([CH2:21][NH:22][CH2:23][CH2:24][CH2:25][CH2:26][CH2:27][CH2:28][NH2:29])=[CH:19][CH:18]=1)[CH3:14].[BH4-].[Na+]. The catalyst is CO.C(OCC)(=O)C. The product is [N:1]([CH2:4][C:5]1[CH:12]=[CH:11][C:8]([CH2:9][NH:29][CH2:28][CH2:27][CH2:26][CH2:25][CH2:24][CH2:23][NH:22][CH2:21][C:20]2[CH:30]=[CH:31][C:17]([CH:16]([O:15][CH2:13][CH3:14])[O:32][CH2:33][CH3:34])=[CH:18][CH:19]=2)=[CH:7][CH:6]=1)=[N+:2]=[N-:3]. The yield is 0.980. (3) The reactants are C(N(CC)C(C)C)(C)C.[CH:10]1([N:14]2[C:26]3[CH2:25][CH2:24][CH:23]([CH:27]4[CH2:32][CH2:31][O:30][CH2:29][CH2:28]4)[CH2:22][C:21]=3[C:20]3[C:15]2=[CH:16][CH:17]=[C:18]([C:33](O)=[O:34])[CH:19]=3)[CH2:13][CH2:12][CH2:11]1.Cl.[CH2:37]([NH:39][CH2:40][C:41]([NH:43][CH2:44][CH2:45][F:46])=[O:42])[CH3:38].CN(C(ON1N=NC2C=CC=NC1=2)=[N+](C)C)C.F[P-](F)(F)(F)(F)F. The catalyst is CN(C=O)C.O. The product is [CH:10]1([N:14]2[C:26]3[CH2:25][CH2:24][CH:23]([CH:27]4[CH2:32][CH2:31][O:30][CH2:29][CH2:28]4)[CH2:22][C:21]=3[C:20]3[C:15]2=[CH:16][CH:17]=[C:18]([C:33]([N:39]([CH2:37][CH3:38])[CH2:40][C:41]([NH:43][CH2:44][CH2:45][F:46])=[O:42])=[O:34])[CH:19]=3)[CH2:11][CH2:12][CH2:13]1. The yield is 0.730. (4) The reactants are [C:1]([C:3]1[CH:8]=[CH:7][C:6]([CH:9]2[CH2:14][CH2:13][N:12]([C:15]([O:17][C:18]([CH3:21])([CH3:20])[CH3:19])=[O:16])[CH2:11][CH:10]2[O:22][CH2:23][C:24]2[CH:33]=[CH:32][C:31]3[C:26](=[CH:27][CH:28]=[CH:29][CH:30]=3)[CH:25]=2)=[CH:5][CH:4]=1)#[N:2]. The catalyst is O1CCCC1. The product is [NH2:2][CH2:1][C:3]1[CH:8]=[CH:7][C:6]([CH:9]2[CH2:14][CH2:13][N:12]([C:15]([O:17][C:18]([CH3:21])([CH3:19])[CH3:20])=[O:16])[CH2:11][CH:10]2[O:22][CH2:23][C:24]2[CH:33]=[CH:32][C:31]3[C:26](=[CH:27][CH:28]=[CH:29][CH:30]=3)[CH:25]=2)=[CH:5][CH:4]=1. The yield is 0.790. (5) The reactants are C(=O)([O:7][C:8]1[N:12]([C:13]2[CH:18]=[CH:17][CH:16]=[CH:15][N:14]=2)[N:11]=[C:10]([C:19]2[CH:20]=[C:21]([C:25]3[CH:30]=[CH:29][CH:28]=[CH:27][C:26]=3[O:31][C:32]3[CH:37]=[CH:36][CH:35]=[CH:34][CH:33]=3)[CH:22]=[CH:23][CH:24]=2)[CH:9]=1)OC(C)(C)C.C(=O)(OC(C)(C)C)OC1N(C2C=CC=CN=2)N=C(C2C=CC(C3C=CC=CC=3)=CC=2)C=1. No catalyst specified. The product is [O:31]([C:26]1[CH:27]=[CH:28][CH:29]=[CH:30][C:25]=1[C:21]1[CH:22]=[CH:23][CH:24]=[C:19]([C:10]2[CH:9]=[C:8]([OH:7])[N:12]([C:13]3[CH:18]=[CH:17][CH:16]=[CH:15][N:14]=3)[N:11]=2)[CH:20]=1)[C:32]1[CH:37]=[CH:36][CH:35]=[CH:34][CH:33]=1. The yield is 0.800. (6) The reactants are [N+:1]([C:4]1[CH:5]=[C:6]([CH:22]=[CH:23][CH:24]=1)[CH2:7][NH:8][C:9]1[CH:10]=[C:11]([C:15]2[CH:16]=[C:17]([OH:21])[CH:18]=[CH:19][CH:20]=2)[CH:12]=[N:13][CH:14]=1)([O-])=O. The catalyst is [Pd]. The product is [NH2:1][C:4]1[CH:5]=[C:6]([CH:22]=[CH:23][CH:24]=1)[CH2:7][NH:8][C:9]1[CH:10]=[C:11]([C:15]2[CH:16]=[C:17]([OH:21])[CH:18]=[CH:19][CH:20]=2)[CH:12]=[N:13][CH:14]=1. The yield is 0.450.